This data is from Peptide-MHC class I binding affinity with 185,985 pairs from IEDB/IMGT. The task is: Regression. Given a peptide amino acid sequence and an MHC pseudo amino acid sequence, predict their binding affinity value. This is MHC class I binding data. (1) The peptide sequence is QLAKRSEIL. The MHC is HLA-A29:02 with pseudo-sequence HLA-A29:02. The binding affinity (normalized) is 0.0847. (2) The peptide sequence is PIQKETWETW. The MHC is HLA-A24:02 with pseudo-sequence YSAMYEEKVAHTDENIAYLMFHYYTWAVQAYTGY. The binding affinity (normalized) is 0.0501. (3) The peptide sequence is LLLLVAHYAI. The MHC is HLA-A02:17 with pseudo-sequence HLA-A02:17. The binding affinity (normalized) is 0.439. (4) The peptide sequence is AYHPQQFIY. The MHC is HLA-A02:06 with pseudo-sequence HLA-A02:06. The binding affinity (normalized) is 0.0553. (5) The peptide sequence is KTIAVSVYGA. The MHC is HLA-A02:03 with pseudo-sequence HLA-A02:03. The binding affinity (normalized) is 0.500. (6) The peptide sequence is EGFLKAAMF. The MHC is HLA-A26:01 with pseudo-sequence HLA-A26:01. The binding affinity (normalized) is 0.0847. (7) The peptide sequence is VPADHRLAF. The MHC is HLA-B83:01 with pseudo-sequence HLA-B83:01. The binding affinity (normalized) is 0.490.